Dataset: Forward reaction prediction with 1.9M reactions from USPTO patents (1976-2016). Task: Predict the product of the given reaction. (1) Given the reactants Cl.O1CCOCC1.[NH2:8][C:9]1[N:14]=[CH:13][N:12]=[C:11]2[N:15]([CH:30]3[CH2:34][CH2:33][N:32](C(OC(C)(C)C)=O)[CH2:31]3)[N:16]=[C:17]([C:18]#[C:19][C:20]3[CH:25]=[C:24]([O:26][CH3:27])[CH:23]=[C:22]([O:28][CH3:29])[CH:21]=3)[C:10]=12, predict the reaction product. The product is: [CH3:27][O:26][C:24]1[CH:25]=[C:20]([C:19]#[C:18][C:17]2[C:10]3[C:11](=[N:12][CH:13]=[N:14][C:9]=3[NH2:8])[N:15]([CH:30]3[CH2:34][CH2:33][NH:32][CH2:31]3)[N:16]=2)[CH:21]=[C:22]([O:28][CH3:29])[CH:23]=1. (2) Given the reactants [O:1]=[C:2]([CH2:14][N:15]([CH2:23][C:24](=[O:36])[NH:25][CH2:26][CH2:27][O:28][CH2:29][CH2:30][O:31][CH2:32][CH2:33][O:34][CH3:35])C(=O)OC(C)(C)C)[NH:3][CH2:4][CH2:5][O:6][CH2:7][CH2:8][O:9][CH2:10][CH2:11][O:12][CH3:13].[ClH:37], predict the reaction product. The product is: [ClH:37].[NH:15]([CH2:14][C:2]([NH:3][CH2:4][CH2:5][O:6][CH2:7][CH2:8][O:9][CH2:10][CH2:11][O:12][CH3:13])=[O:1])[CH2:23][C:24]([NH:25][CH2:26][CH2:27][O:28][CH2:29][CH2:30][O:31][CH2:32][CH2:33][O:34][CH3:35])=[O:36]. (3) Given the reactants Cl[CH:2]([C:8]1[CH:17]=[CH:16][C:15]([O:18][CH3:19])=[C:14]2[C:9]=1[CH:10]=[CH:11][C:12](=[O:21])[N:13]2[CH3:20])[C:3]([O:5]CC)=O.[NH2:22][C:23](N)=[S:24].C([O-])(=[O:28])C.[Na+], predict the reaction product. The product is: [CH3:19][O:18][C:15]1[CH:16]=[CH:17][C:8]([CH:2]2[S:24][C:23](=[O:28])[NH:22][C:3]2=[O:5])=[C:9]2[C:14]=1[N:13]([CH3:20])[C:12](=[O:21])[CH:11]=[CH:10]2. (4) Given the reactants [OH:1][C@H:2]([C:36]1[CH:45]=[CH:44][C:43]([OH:46])=[C:42]2[C:37]=1[CH:38]=[CH:39][C:40](=[O:47])[NH:41]2)[CH2:3][NH:4][CH2:5][CH2:6][CH2:7][CH2:8][CH2:9][CH2:10][CH2:11][CH2:12][CH2:13][N:14]1[CH2:19][CH2:18][CH:17]([O:20][C:21](=[O:35])[NH:22][C:23]2[CH:28]=[CH:27][CH:26]=[CH:25][C:24]=2[C:29]2[CH:34]=[CH:33][CH:32]=[CH:31][CH:30]=2)[CH2:16][CH2:15]1.[C:48]1([S:62]([OH:65])(=[O:64])=[O:63])[C:57]2[CH:56]=[CH:55][CH:54]=[C:53]([S:58]([OH:61])(=[O:60])=[O:59])[C:52]=2[CH:51]=[CH:50][CH:49]=1, predict the reaction product. The product is: [C:48]1([S:62]([OH:65])(=[O:64])=[O:63])[C:57]2[CH:56]=[CH:55][CH:54]=[C:53]([S:58]([OH:61])(=[O:60])=[O:59])[C:52]=2[CH:51]=[CH:50][CH:49]=1.[OH:1][C@H:2]([C:36]1[CH:45]=[CH:44][C:43]([OH:46])=[C:42]2[C:37]=1[CH:38]=[CH:39][C:40](=[O:47])[NH:41]2)[CH2:3][NH:4][CH2:5][CH2:6][CH2:7][CH2:8][CH2:9][CH2:10][CH2:11][CH2:12][CH2:13][N:14]1[CH2:15][CH2:16][CH:17]([O:20][C:21](=[O:35])[NH:22][C:23]2[CH:28]=[CH:27][CH:26]=[CH:25][C:24]=2[C:29]2[CH:30]=[CH:31][CH:32]=[CH:33][CH:34]=2)[CH2:18][CH2:19]1.